This data is from Peptide-MHC class I binding affinity with 185,985 pairs from IEDB/IMGT. The task is: Regression. Given a peptide amino acid sequence and an MHC pseudo amino acid sequence, predict their binding affinity value. This is MHC class I binding data. (1) The peptide sequence is LMRTNFLIK. The MHC is HLA-A11:01 with pseudo-sequence HLA-A11:01. The binding affinity (normalized) is 0.234. (2) The peptide sequence is KLTQGRQTY. The MHC is HLA-B15:17 with pseudo-sequence HLA-B15:17. The binding affinity (normalized) is 0.263. (3) The peptide sequence is EEMNLPGRW. The MHC is HLA-A02:06 with pseudo-sequence HLA-A02:06. The binding affinity (normalized) is 0. (4) The peptide sequence is IPIPSSWAF. The MHC is Patr-B1301 with pseudo-sequence Patr-B1301. The binding affinity (normalized) is 1.00. (5) The peptide sequence is GGWVKAAAL. The MHC is H-2-Dd with pseudo-sequence H-2-Dd. The binding affinity (normalized) is 0.265. (6) The peptide sequence is QNGALAINTF. The MHC is HLA-B44:02 with pseudo-sequence HLA-B44:02. The binding affinity (normalized) is 0. (7) The peptide sequence is TSTVEEQIQW. The MHC is Patr-B0101 with pseudo-sequence Patr-B0101. The binding affinity (normalized) is 0. (8) The peptide sequence is KKVYTFFKF. The MHC is HLA-B15:03 with pseudo-sequence HLA-B15:03. The binding affinity (normalized) is 0.881. (9) The peptide sequence is YCNYTRFWYI. The MHC is HLA-A02:03 with pseudo-sequence HLA-A02:03. The binding affinity (normalized) is 0.226. (10) The peptide sequence is VSFIEFVGW. The MHC is HLA-B14:02 with pseudo-sequence HLA-B14:02. The binding affinity (normalized) is 0.213.